Binary Classification. Given a miRNA mature sequence and a target amino acid sequence, predict their likelihood of interaction. From a dataset of Experimentally validated miRNA-target interactions with 360,000+ pairs, plus equal number of negative samples. (1) The miRNA is hsa-miR-548aw with sequence GUGCAAAAGUCAUCACGGUU. The protein sequence of the target gene is MCRTLAAFPTTCLERAKEFKTRLGIFLHKSELGCDTGSTGKFEWGSKHSKENRNFSEDVLGWRESFDLLLSSKNGVAAFHAFLKTEFSEENLEFWLACEEFKKIRSATKLASRAHQIFEEFICSEAPKEVNIDHETHELTRMNLQTATATCFDAAQGKTRTLMEKDSYPRFLKSPAYRDLAAQASAASATLSSCSLDEPSHT. Result: 1 (interaction). (2) The miRNA is hsa-miR-376c-3p with sequence AACAUAGAGGAAAUUCCACGU. The protein sequence of the target gene is MGLETEKADVQLFMADDAYSHHSVVDYTDPEKYVDSSQDRDPHQLNSHLKLGFEDLIAEPPTTHSFDKVWICSHALFEISKYVIYKFLTVFLAIPLAFIAGILFATLSCLHIWILMPFVKTCLMVLPSVQTIWKSVTDVVIGPLCTSVGRIFSSVSMQLSHD. Result: 0 (no interaction). (3) The miRNA is mmu-miR-362-5p with sequence AAUCCUUGGAACCUAGGUGUGAAU. The protein sequence of the target gene is MRFRNRFQRFMNHRAPANGRYKPTCYEHAANCYTHAFLIVPAIVGSALLHRLSDDCWEKITAWIYGMGLCALFIVSTVFHIVSWKKSHLRTVEHCFHMCDRMVIYFFIAASYAPWLNLRELGPLASHMRWFIWLMAAGGTIYVFLYHEKYKVVELFFYLTMGFSPALVVTSMNNTDGLQELACGGLIYCLGVVFFKSDGIIPFAHAIWHLFVATAAAVHYYAIWKYLYRSPTDFIRHL. Result: 1 (interaction). (4) The miRNA is mmu-miR-679-5p with sequence GGACUGUGAGGUGACUCUUGGU. The protein sequence of the target gene is MWGFAGGRLFGIFSAPVLVAVVCCAQSVNDPGNMSFVKETVDKLLKGYDIRLRPDFGGPPVCVGMNIDIASIDMVSEVNMDYTLTMYFQQYWRDKRLAYSGIPLNLTLDNRVADQLWVPDTYFLNDKKSFVHGVTVKNRMIRLHPDGTVLYGLRITTTAACMMDLRRYPLDEQNCTLEIESYGYTTDDIEFYWRGGDKAVTGVERIELPQFSIVEHRLVSRNVVFATGAYPRLSLSFRLKRNIGYFILQTYMPSILITILSWVSFWINYDASAARVALGITTVLTMTTINTHLRETLPKI.... Result: 0 (no interaction). (5) Result: 0 (no interaction). The protein sequence of the target gene is MSTGLRYKSKLATPEDKQDIDKQYVGFATLPNQVHRKSVKKGFDFTLMVAGESGLGKSTLVHSLFLTDLYKDRKLLSAEERISQTVEILKHTVDIEEKGVKLKLTIVDTPGFGDAVNNTECWKPITDYVDQQFEQYFRDESGLNRKNIQDNRVHCCLYFISPFGHGLRPVDVGFMKALHEKVNIVPLIAKADCLVPSEIRKLKERIREEIDKFGIHVYQFPECDSDEDEDFKQQDRELKESAPFAVIGSNTVVEAKGQRVRGRLYPWGIVEVENQAHCDFVKLRNMLIRTHMHDLKDVTC.... The miRNA is hsa-miR-3915 with sequence UUGAGGAAAAGAUGGUCUUAUU.